Dataset: Forward reaction prediction with 1.9M reactions from USPTO patents (1976-2016). Task: Predict the product of the given reaction. The product is: [C:1]([C:3]1[CH:8]=[CH:7][C:6]([CH:9]2[CH2:14][CH2:13][N:12]([C:15]([C:17]3[CH:18]=[CH:19][C:20]([CH3:26])=[C:21]([CH:25]=3)[C:22]([O:24][CH3:32])=[O:23])=[O:16])[CH2:11][CH2:10]2)=[CH:5][CH:4]=1)#[N:2]. Given the reactants [C:1]([C:3]1[CH:8]=[CH:7][C:6]([CH:9]2[CH2:14][CH2:13][N:12]([C:15]([C:17]3[CH:18]=[CH:19][C:20]([CH3:26])=[C:21]([CH:25]=3)[C:22]([OH:24])=[O:23])=[O:16])[CH2:11][CH2:10]2)=[CH:5][CH:4]=1)#[N:2].S(=O)(=O)(O)O.[CH3:32]O, predict the reaction product.